From a dataset of Forward reaction prediction with 1.9M reactions from USPTO patents (1976-2016). Predict the product of the given reaction. The product is: [CH3:24][N:25]1[C:26](=[O:47])[C:27]([NH:40][C:41]2[CH:46]=[N:45][CH:44]=[CH:43][N:42]=2)=[CH:28][C:29]([C:2]2[CH:7]=[CH:6][N:5]=[C:4]([N:8]3[C:20](=[O:21])[C:19]4[S:18][C:17]5[CH2:16][CH2:15][CH2:14][CH2:13][C:12]=5[C:11]=4[CH:10]=[N:9]3)[C:3]=2[CH:22]=[O:23])=[CH:30]1. Given the reactants Cl[C:2]1[CH:7]=[CH:6][N:5]=[C:4]([N:8]2[C:20](=[O:21])[C:19]3[S:18][C:17]4[CH2:16][CH2:15][CH2:14][CH2:13][C:12]=4[C:11]=3[CH:10]=[N:9]2)[C:3]=1[CH:22]=[O:23].[CH3:24][N:25]1[CH:30]=[C:29](B2OC(C)(C)C(C)(C)O2)[CH:28]=[C:27]([NH:40][C:41]2[CH:46]=[N:45][CH:44]=[CH:43][N:42]=2)[C:26]1=[O:47].[O-]P([O-])([O-])=O.[K+].[K+].[K+].O.O.O.C([O-])(=O)C.[Na+], predict the reaction product.